From a dataset of Full USPTO retrosynthesis dataset with 1.9M reactions from patents (1976-2016). Predict the reactants needed to synthesize the given product. Given the product [O:28]=[S:2]1(=[O:1])[C:8]2[CH:9]=[CH:10][CH:11]=[CH:12][C:7]=2[CH2:6][N:5]([C:13]2[CH:22]=[C:21]([NH:23][CH2:24][CH2:25][NH:26][C:30]3[CH:35]=[CH:34][CH:33]=[CH:32][N:31]=3)[C:20]3[C:15](=[CH:16][CH:17]=[C:18]([CH3:27])[CH:19]=3)[N:14]=2)[CH2:4][CH2:3]1, predict the reactants needed to synthesize it. The reactants are: [O:1]=[S:2]1(=[O:28])[C:8]2[CH:9]=[CH:10][CH:11]=[CH:12][C:7]=2[CH2:6][N:5]([C:13]2[CH:22]=[C:21]([NH:23][CH2:24][CH2:25][NH2:26])[C:20]3[C:15](=[CH:16][CH:17]=[C:18]([CH3:27])[CH:19]=3)[N:14]=2)[CH2:4][CH2:3]1.Br[C:30]1[CH:35]=[CH:34][CH:33]=[CH:32][N:31]=1.C(=O)([O-])[O-].[Cs+].[Cs+].CN1CCCC1=O.